This data is from Full USPTO retrosynthesis dataset with 1.9M reactions from patents (1976-2016). The task is: Predict the reactants needed to synthesize the given product. (1) Given the product [C:2]([C:7]1[O:11][C:10]([CH2:12][N:13]2[CH:17]=[C:16]([NH:18][C:31]([C:27]3[N:28]=[CH:29][S:30][C:26]=3[C:21]3[CH:22]=[CH:23][CH:24]=[CH:25][C:20]=3[F:19])=[O:32])[CH:15]=[N:14]2)=[CH:9][CH:8]=1)(=[O:6])[CH3:1], predict the reactants needed to synthesize it. The reactants are: [CH3:1][C:2]1([C:7]2[O:11][C:10]([CH2:12][N:13]3[CH:17]=[C:16]([NH2:18])[CH:15]=[N:14]3)=[CH:9][CH:8]=2)[O:6]CCO1.[F:19][C:20]1[CH:25]=[CH:24][CH:23]=[CH:22][C:21]=1[C:26]1[S:30][CH:29]=[N:28][C:27]=1[C:31](O)=[O:32]. (2) Given the product [I:20][C:16]1[S:17][CH:18]=[CH:19][C:15]=1[NH:14][C:12](=[O:13])[CH2:11][C:1]1[C:10]2[C:5](=[CH:6][CH:7]=[CH:8][CH:9]=2)[CH:4]=[CH:3][CH:2]=1, predict the reactants needed to synthesize it. The reactants are: [C:1]1([CH2:11][C:12]([NH:14][C:15]2[CH:19]=[CH:18][S:17][CH:16]=2)=[O:13])[C:10]2[C:5](=[CH:6][CH:7]=[CH:8][CH:9]=2)[CH:4]=[CH:3][CH:2]=1.[I:20]N1C(=O)CCC1=O.